From a dataset of Full USPTO retrosynthesis dataset with 1.9M reactions from patents (1976-2016). Predict the reactants needed to synthesize the given product. Given the product [F:37][C:36]([F:39])([F:38])[C:34]([OH:40])=[O:35].[NH2:7][CH2:8][C:9]([C:12]1[CH:13]=[C:14]([CH2:18][CH2:19][C:20]2([CH:28]3[CH2:32][CH2:31][CH2:30][CH2:29]3)[O:21][C:22](=[O:27])[CH2:23][C:24](=[O:26])[CH2:25]2)[CH:15]=[CH:16][CH:17]=1)([CH3:10])[CH3:11], predict the reactants needed to synthesize it. The reactants are: C(OC(=O)[NH:7][CH2:8][C:9]([C:12]1[CH:17]=[CH:16][CH:15]=[C:14]([CH2:18][CH2:19][C:20]2([CH:28]3[CH2:32][CH2:31][CH2:30][CH2:29]3)[CH2:25][C:24](=[O:26])[CH2:23][C:22](=[O:27])[O:21]2)[CH:13]=1)([CH3:11])[CH3:10])(C)(C)C.[C:34]([OH:40])([C:36]([F:39])([F:38])[F:37])=[O:35].C(Cl)Cl.